From a dataset of Full USPTO retrosynthesis dataset with 1.9M reactions from patents (1976-2016). Predict the reactants needed to synthesize the given product. The reactants are: [CH3:1][C:2]1[CH:30]=[CH:29][CH:28]=[C:27]([CH3:31])[C:3]=1[O:4][C:5]1[CH:6]=[C:7]2[C:12](=[CH:13][C:14]=1[CH3:15])[N:11]=[C:10]([N:16]1[CH:20]=[C:19]([C:21]([O:23]CC)=[O:22])[CH:18]=[N:17]1)[NH:9][C:8]2=O.[CH3:32][NH:33][CH3:34]. Given the product [CH3:1][C:2]1[CH:30]=[CH:29][CH:28]=[C:27]([CH3:31])[C:3]=1[O:4][C:5]1[CH:6]=[C:7]2[C:12](=[CH:13][C:14]=1[CH3:15])[N:11]=[C:10]([N:16]1[CH:20]=[C:19]([C:21]([OH:23])=[O:22])[CH:18]=[N:17]1)[N:9]=[C:8]2[N:33]([CH3:34])[CH3:32], predict the reactants needed to synthesize it.